Dataset: Catalyst prediction with 721,799 reactions and 888 catalyst types from USPTO. Task: Predict which catalyst facilitates the given reaction. (1) Reactant: C1(P(C2C=CC=CC=2)C2C3OC4C(=CC=CC=4P(C4C=CC=CC=4)C4C=CC=CC=4)C(C)(C)C=3C=CC=2)C=CC=CC=1.FC(F)(F)S(O[C:49]1[CH:58]=[C:57]2[C:52]([CH2:53][CH2:54][CH:55]([C:59]([O:61][CH3:62])=[O:60])[CH2:56]2)=[CH:51][CH:50]=1)(=O)=O.[C:65](=[O:72])([O:67][C:68]([CH3:71])([CH3:70])[CH3:69])[NH2:66].C(=O)([O-])[O-].[Cs+].[Cs+]. Product: [C:68]([O:67][C:65]([NH:66][C:49]1[CH:58]=[C:57]2[C:52]([CH2:53][CH2:54][CH:55]([C:59]([O:61][CH3:62])=[O:60])[CH2:56]2)=[CH:51][CH:50]=1)=[O:72])([CH3:71])([CH3:70])[CH3:69]. The catalyst class is: 584. (2) Reactant: CC1(C)C2C(=C(P(C3C=CC=CC=3)C3C=CC=CC=3)C=CC=2)OC2C(P(C3C=CC=CC=3)C3C=CC=CC=3)=CC=CC1=2.Br[C:44]1[CH:53]=[C:52]2[C:47]([C:48]([C:55]3[CH:60]=[CH:59][C:58]([C:61]([F:64])([F:63])[F:62])=[CH:57][C:56]=3[O:65][CH3:66])=[N:49][C:50]([CH3:54])=[N:51]2)=[CH:46][CH:45]=1.CCN(C(C)C)C(C)C.[CH2:76]([SH:83])[C:77]1[CH:82]=[CH:81][CH:80]=[CH:79][CH:78]=1. Product: [CH2:76]([S:83][C:44]1[CH:53]=[C:52]2[C:47]([C:48]([C:55]3[CH:60]=[CH:59][C:58]([C:61]([F:64])([F:63])[F:62])=[CH:57][C:56]=3[O:65][CH3:66])=[N:49][C:50]([CH3:54])=[N:51]2)=[CH:46][CH:45]=1)[C:77]1[CH:82]=[CH:81][CH:80]=[CH:79][CH:78]=1. The catalyst class is: 62. (3) The catalyst class is: 30. Reactant: [F:1][C:2]1[C:3]([C:31]2[CH:36]=[CH:35][C:34]([NH:37][S:38]([CH3:41])(=[O:40])=[O:39])=[C:33]([O:42][CH3:43])[CH:32]=2)=[C:4]2[C:14]3[C:9](=[CH:10][N:11]=[C:12]([C:15]4[CH:16]=[N:17][CH:18]=[CH:19][CH:20]=4)[CH:13]=3)[N:8](S(C3C=CC(C)=CC=3)(=O)=O)[C:5]2=[N:6][CH:7]=1.O.[OH-].[Li+]. Product: [F:1][C:2]1[C:3]([C:31]2[CH:36]=[CH:35][C:34]([NH:37][S:38]([CH3:41])(=[O:40])=[O:39])=[C:33]([O:42][CH3:43])[CH:32]=2)=[C:4]2[C:14]3[C:9](=[CH:10][N:11]=[C:12]([C:15]4[CH:16]=[N:17][CH:18]=[CH:19][CH:20]=4)[CH:13]=3)[NH:8][C:5]2=[N:6][CH:7]=1.